This data is from Full USPTO retrosynthesis dataset with 1.9M reactions from patents (1976-2016). The task is: Predict the reactants needed to synthesize the given product. (1) The reactants are: [CH3:1][O:2][C:3](=[O:13])[NH:4][C:5]1[CH:10]=[CH:9][CH:8]=[C:7]([F:11])[C:6]=1[I:12].[Br:14]N1C(=O)CCC1=O. Given the product [CH3:1][O:2][C:3](=[O:13])[NH:4][C:5]1[CH:10]=[CH:9][C:8]([Br:14])=[C:7]([F:11])[C:6]=1[I:12], predict the reactants needed to synthesize it. (2) The reactants are: [Br:1][C:2]1[CH:10]=[C:9]([F:11])[CH:8]=[C:7]2[C:3]=1[CH:4]=[C:5]([CH2:12][OH:13])[NH:6]2.CC(OI1(OC(C)=O)(OC(C)=O)OC(=O)C2C=CC=CC1=2)=O.C([O-])(O)=O.[Na+]. Given the product [Br:1][C:2]1[CH:10]=[C:9]([F:11])[CH:8]=[C:7]2[C:3]=1[CH:4]=[C:5]([CH:12]=[O:13])[NH:6]2, predict the reactants needed to synthesize it. (3) The reactants are: [CH2:1]([O:3][C:4](=[O:32])[C:5]([CH3:31])([CH3:30])[CH2:6][CH2:7][CH2:8][CH2:9][O:10][C:11]1[CH:16]=[C:15]([CH3:17])[C:14]([N:18]=NC2C=CC([N+]([O-])=O)=CC=2)=[C:13]([CH3:29])[CH:12]=1)[CH3:2].S(S([O-])=O)([O-])=O.[Na+].[Na+]. Given the product [CH2:1]([O:3][C:4](=[O:32])[C:5]([CH3:31])([CH3:30])[CH2:6][CH2:7][CH2:8][CH2:9][O:10][C:11]1[CH:12]=[C:13]([CH3:29])[C:14]([NH2:18])=[C:15]([CH3:17])[CH:16]=1)[CH3:2], predict the reactants needed to synthesize it. (4) Given the product [CH3:29][CH2:28][N:27]([CH2:26][CH2:25][CH2:24][CH:23]([NH:22][C:16]1[C:17]([CH3:1])=[CH:18][N:19]=[C:20]2[C:15]=1[CH:14]=[CH:13][C:12]([Cl:11])=[CH:21]2)[CH3:32])[CH2:30][CH3:31], predict the reactants needed to synthesize it. The reactants are: [C:1](O)(=O)C1C(=CC=CC=1)O.[Cl:11][C:12]1[CH:21]=[C:20]2[C:15]([C:16]([NH:22][CH:23]([CH3:32])[CH2:24][CH2:25][CH2:26][N:27]([CH2:30][CH3:31])[CH2:28][CH3:29])=[CH:17][CH:18]=[N:19]2)=[CH:14][CH:13]=1. (5) The reactants are: [Cl:1][C:2]1[C:10]2[N:9]=[C:8]3[N:11]([C:15]4[C:16]([CH3:23])=[N:17][C:18](Cl)=[N:19][C:20]=4[CH3:21])[CH2:12][CH2:13][CH2:14][N:7]3[C:6]=2[C:5]([CH:24]([O:29][CH:30]([F:32])[F:31])[C:25]([F:28])([F:27])[F:26])=[CH:4][CH:3]=1.[O-:33][CH2:34][CH3:35].[Na+]. Given the product [Cl:1][C:2]1[C:10]2[N:9]=[C:8]3[N:11]([C:15]4[C:16]([CH3:23])=[N:17][C:18]([O:33][CH2:34][CH3:35])=[N:19][C:20]=4[CH3:21])[CH2:12][CH2:13][CH2:14][N:7]3[C:6]=2[C:5]([CH:24]([O:29][CH:30]([F:31])[F:32])[C:25]([F:27])([F:26])[F:28])=[CH:4][CH:3]=1, predict the reactants needed to synthesize it.